Task: Predict the reaction yield, written as a fraction of the theoretical maximum amount of product (1.0 means a 100% yield; for example, 0.34 means a 34% yield).. Dataset: Reaction yield outcomes from USPTO patents with 853,638 reactions (1) The reactants are [NH2:1][C@H:2]([CH3:5])[CH2:3][OH:4].C(N(C(C)C)C(C)C)C.[Br:15][C:16]1[CH:21]=[CH:20][C:19]([S:22](Cl)(=[O:24])=[O:23])=[CH:18][CH:17]=1.O. The catalyst is C(Cl)Cl. The product is [Br:15][C:16]1[CH:21]=[CH:20][C:19]([S:22]([NH:1][C@H:2]([CH3:5])[CH2:3][OH:4])(=[O:24])=[O:23])=[CH:18][CH:17]=1. The yield is 0.960. (2) The reactants are [C:1]([O-:4])([O-])=[O:2].[Na+].[Na+].ClC(Cl)(Cl)[C:9]1[NH:13][C:12]2[CH:14]=[CH:15][CH:16]=[CH:17][C:11]=2[N:10]=1.Cl.[CH3:21]O. No catalyst specified. The product is [CH3:21][O:4][C:1]([C:9]1[NH:13][C:12]2[CH:14]=[CH:15][CH:16]=[CH:17][C:11]=2[N:10]=1)=[O:2]. The yield is 0.830. (3) The reactants are C(NC(C)C)(C)C.[Li]CCCC.[Br:13][C:14]1[CH:19]=[CH:18][C:17]([F:20])=[C:16]([F:21])[C:15]=1[F:22].[C:23](=[O:25])=[O:24]. The catalyst is C1COCC1. The product is [Br:13][C:14]1[C:15]([F:22])=[C:16]([F:21])[C:17]([F:20])=[C:18]([CH:19]=1)[C:23]([OH:25])=[O:24]. The yield is 0.945. (4) The reactants are [OH:1][C:2]1[CH:3]=[C:4]([CH:8]=[CH:9][CH:10]=1)[C:5]([OH:7])=[O:6].[Br:11]Br. The catalyst is C(O)(=O)C. The product is [Br:11][C:10]1[CH:9]=[CH:8][C:4]([C:5]([OH:7])=[O:6])=[CH:3][C:2]=1[OH:1]. The yield is 0.190. (5) The reactants are [CH3:1][C:2]1[C:6]([CH2:7][N:8]2[CH:12]=[C:11]([N:13]3[C:17](=[O:18])[N:16]([CH3:19])[NH:15][C:14]3=[O:20])[CH:10]=[N:9]2)=[C:5]([CH3:21])[O:4][N:3]=1.BrC[CH2:24][C:25]1[CH:30]=[CH:29][C:28](F)=[CH:27][CH:26]=1. No catalyst specified. The product is [CH2:24]([N:15]1[C:14](=[O:20])[N:13]([C:11]2[CH:10]=[N:9][N:8]([CH2:7][C:6]3[C:2]([CH3:1])=[N:3][O:4][C:5]=3[CH3:21])[CH:12]=2)[C:17](=[O:18])[N:16]1[CH3:19])[C:25]1[CH:30]=[CH:29][CH:28]=[CH:27][CH:26]=1. The yield is 0.140.